From a dataset of Catalyst prediction with 721,799 reactions and 888 catalyst types from USPTO. Predict which catalyst facilitates the given reaction. (1) Reactant: [F:1][C:2]1([F:25])[CH2:6][CH2:5][N:4]([C:7]2[C:17]3[O:16][CH2:15][CH2:14][N:13](C(OC(C)(C)C)=O)[CH2:12][C:11]=3[CH:10]=[CH:9][CH:8]=2)[CH2:3]1.C(OCC)(=O)C.Cl. Product: [F:25][C:2]1([F:1])[CH2:6][CH2:5][N:4]([C:7]2[C:17]3[O:16][CH2:15][CH2:14][NH:13][CH2:12][C:11]=3[CH:10]=[CH:9][CH:8]=2)[CH2:3]1. The catalyst class is: 13. (2) Product: [OH:30][CH2:29][CH2:31][NH:32][C:23](=[O:25])[C:22]1[CH:26]=[CH:27][C:19]([CH:11]([C:12]2[CH:17]=[CH:16][CH:15]=[CH:14][C:13]=2[CH3:18])[CH2:10][C:9]([C:4]2[CH:5]=[CH:6][C:7](=[O:8])[N:2]([CH3:1])[CH:3]=2)=[O:28])=[CH:20][CH:21]=1. Reactant: [CH3:1][N:2]1[C:7](=[O:8])[CH:6]=[CH:5][C:4]([C:9](=[O:28])[CH2:10][CH:11]([C:19]2[CH:27]=[CH:26][C:22]([C:23]([OH:25])=O)=[CH:21][CH:20]=2)[C:12]2[CH:17]=[CH:16][CH:15]=[CH:14][C:13]=2[CH3:18])=[CH:3]1.[CH2:29]([CH2:31][NH2:32])[OH:30].CN([P+](ON1N=NC2C=CC=CC1=2)(N(C)C)N(C)C)C.F[P-](F)(F)(F)(F)F. The catalyst class is: 7. (3) Reactant: [Cl:1][C:2]([Cl:9])([Cl:8])[C:3]([N:5]=[C:6]=[O:7])=[O:4].[NH2:10][C:11]1[S:12][CH:13]=[CH:14][C:15]=1[C:16]([NH2:18])=[O:17].C(OCC)C. Product: [Cl:1][C:2]([Cl:9])([Cl:8])[C:3]([NH:5][C:6](=[O:7])[NH:10][C:11]1[S:12][CH:13]=[CH:14][C:15]=1[C:16]([NH2:18])=[O:17])=[O:4]. The catalyst class is: 17. (4) Reactant: [OH:1][CH:2]1[CH2:7][CH2:6][N:5]([C:8]([O:10][C:11]([CH3:14])([CH3:13])[CH3:12])=[O:9])[CH2:4][CH2:3]1.C(N(CC)CC)C.[CH3:22][S:23](Cl)(=[O:25])=[O:24].O. Product: [CH3:22][S:23]([O:1][CH:2]1[CH2:3][CH2:4][N:5]([C:8]([O:10][C:11]([CH3:14])([CH3:13])[CH3:12])=[O:9])[CH2:6][CH2:7]1)(=[O:25])=[O:24]. The catalyst class is: 2. (5) Reactant: [H-].[Na+].[CH3:3][C:4]1[CH:9]=[CH:8][C:7]([N:10]2[CH:14]=[C:13]([C:15]([N:17]3[CH2:22][CH2:21][NH:20][C:19](=[O:23])[CH2:18]3)=[O:16])[N:12]=[C:11]2[C:24]2[CH:25]=[N:26][C:27]([CH3:30])=[CH:28][CH:29]=2)=[CH:6][CH:5]=1.[CH3:31]I. Product: [CH3:3][C:4]1[CH:5]=[CH:6][C:7]([N:10]2[CH:14]=[C:13]([C:15]([N:17]3[CH2:22][CH2:21][N:20]([CH3:31])[C:19](=[O:23])[CH2:18]3)=[O:16])[N:12]=[C:11]2[C:24]2[CH:25]=[N:26][C:27]([CH3:30])=[CH:28][CH:29]=2)=[CH:8][CH:9]=1. The catalyst class is: 9.